This data is from Catalyst prediction with 721,799 reactions and 888 catalyst types from USPTO. The task is: Predict which catalyst facilitates the given reaction. (1) Reactant: [F-].C([N+](CCCC)(CCCC)CCCC)CCC.O1CCCC1.[CH3:24][O:25][C:26]1[CH:27]=[CH:28][C:29]2[N:30]([N:36]=[C:37]([C:51]3[CH:56]=[CH:55][CH:54]=[CH:53][CH:52]=3)[C:38]=2[CH2:39][C:40]2[CH:41]=[CH:42][C:43]([CH3:50])=[C:44]([CH:49]=2)[C:45]([O:47][CH3:48])=[O:46])[C:31]=1[Si](C)(C)C.[Cl-].[NH4+]. Product: [CH3:24][O:25][C:26]1[CH:27]=[CH:28][C:29]2[N:30]([N:36]=[C:37]([C:51]3[CH:56]=[CH:55][CH:54]=[CH:53][CH:52]=3)[C:38]=2[CH2:39][C:40]2[CH:41]=[CH:42][C:43]([CH3:50])=[C:44]([CH:49]=2)[C:45]([O:47][CH3:48])=[O:46])[CH:31]=1. The catalyst class is: 4. (2) Reactant: [CH3:1][C:2]1[CH:3]=[C:4]([C:8]2[N:9]=[C:10]3[CH:15]=[CH:14][CH:13]=[N:12][N:11]3[C:16]=2[C:17]2[CH:22]=[CH:21][N:20]=[C:19]([NH2:23])[CH:18]=2)[CH:5]=[CH:6][CH:7]=1.[CH:24]1([C:27](Cl)=[O:28])[CH2:26][CH2:25]1.C(N(CC)CC)C. The catalyst class is: 334. Product: [CH3:1][C:2]1[CH:3]=[C:4]([C:8]2[N:9]=[C:10]3[CH:15]=[CH:14][CH:13]=[N:12][N:11]3[C:16]=2[C:17]2[CH:22]=[CH:21][N:20]=[C:19]([NH:23][C:27]([CH:24]3[CH2:26][CH2:25]3)=[O:28])[CH:18]=2)[CH:5]=[CH:6][CH:7]=1. (3) Reactant: [F:1][C:2]([F:32])([F:31])[C:3]1[CH:8]=[CH:7][C:6]([C:9]2[CH:10]=[C:11]([CH:28]=[CH:29][CH:30]=2)[CH2:12][O:13][C:14]2[CH:19]=[CH:18][C:17]([CH:20]([CH3:27])[C:21]([NH:23]CC=C)=O)=[CH:16][CH:15]=2)=[CH:5][CH:4]=1.[CH:33]1[CH:38]=CC(P(C2C=CC=CC=2)C2C=CC=CC=2)=C[CH:34]=1.CCN(CC)CC.C(Cl)(Cl)(Cl)Cl. Product: [F:32][C:2]([F:1])([F:31])[C:3]1[CH:8]=[CH:7][C:6]([C:9]2[CH:10]=[C:11]([CH:28]=[CH:29][CH:30]=2)[CH2:12][O:13][C:14]2[CH:19]=[CH:18][C:17]([C:20]([CH3:27])([CH2:38][CH:33]=[CH2:34])[C:21]#[N:23])=[CH:16][CH:15]=2)=[CH:5][CH:4]=1. The catalyst class is: 4. (4) Reactant: [B-]1(F)(F)[N+:9]2=[CH:10][CH:11]=[CH:12][C:8]2=[CH:7][C:6]2N1C=[CH:4][CH:5]=2.C=CC1C=CC=CC=1.Br[N:24]=[N+:25]=[N-]. Product: [N:9]([CH:10]=[CH:11][C:12]1[CH:4]=[CH:5][CH:6]=[CH:7][CH:8]=1)=[N+:24]=[N-:25]. The catalyst class is: 536.